This data is from Peptide-MHC class II binding affinity with 134,281 pairs from IEDB. The task is: Regression. Given a peptide amino acid sequence and an MHC pseudo amino acid sequence, predict their binding affinity value. This is MHC class II binding data. (1) The MHC is DRB3_0301 with pseudo-sequence DRB3_0301. The binding affinity (normalized) is 0.352. The peptide sequence is VSMMIAMEVVLRKRQ. (2) The binding affinity (normalized) is 0.834. The peptide sequence is CVYNMMGKREKKLSE. The MHC is DRB1_1301 with pseudo-sequence DRB1_1301. (3) The peptide sequence is AFKVAATAANAEPAN. The MHC is DRB1_0802 with pseudo-sequence DRB1_0802. The binding affinity (normalized) is 0.603.